From a dataset of Full USPTO retrosynthesis dataset with 1.9M reactions from patents (1976-2016). Predict the reactants needed to synthesize the given product. (1) Given the product [Cl:40][C:41]1[CH:46]=[CH:45][C:44]([C:2]2[CH:3]=[C:4]([CH:8]([NH:14][C:15]([C@@H:17]3[CH2:22][CH2:21][CH2:20][N:19]([C:23](=[O:39])[CH2:24][CH2:25][CH:26]4[CH2:27][CH2:28][N:29]([C:32]([O:34][C:35]([CH3:36])([CH3:38])[CH3:37])=[O:33])[CH2:30][CH2:31]4)[CH2:18]3)=[O:16])[CH2:9][C:10]([O:12][CH3:13])=[O:11])[CH:5]=[N:6][CH:7]=2)=[CH:43][C:42]=1[N+:50]([O-:52])=[O:51], predict the reactants needed to synthesize it. The reactants are: Br[C:2]1[CH:3]=[C:4]([CH:8]([NH:14][C:15]([C@@H:17]2[CH2:22][CH2:21][CH2:20][N:19]([C:23](=[O:39])[CH2:24][CH2:25][CH:26]3[CH2:31][CH2:30][N:29]([C:32]([O:34][C:35]([CH3:38])([CH3:37])[CH3:36])=[O:33])[CH2:28][CH2:27]3)[CH2:18]2)=[O:16])[CH2:9][C:10]([O:12][CH3:13])=[O:11])[CH:5]=[N:6][CH:7]=1.[Cl:40][C:41]1[CH:46]=[CH:45][C:44](B(O)O)=[CH:43][C:42]=1[N+:50]([O-:52])=[O:51].[F-].[K+]. (2) Given the product [Br:2][C:3]1[CH:12]=[C:11]2[C:6]([CH2:7][CH2:8][C:9]3([CH2:21][CH2:20]3)[C:10]2=[NH:13])=[CH:5][CH:4]=1, predict the reactants needed to synthesize it. The reactants are: Cl.[Br:2][C:3]1[CH:12]=[C:11]2[C:6]([CH2:7][CH2:8][C:9]3([CH2:21][CH2:20]3)[C:10]2=[N:13]S(C(C)(C)C)=O)=[CH:5][CH:4]=1.C(OCC)C. (3) The reactants are: N.[H][H].[CH2:4]([NH2:16])[CH2:5][CH2:6][CH2:7][CH2:8][CH2:9][CH2:10][CH2:11][CH2:12][CH2:13][CH2:14][CH3:15]. Given the product [CH2:4]([NH:16][CH2:15][CH2:14][CH2:13][CH2:12][CH2:11][CH2:10][CH2:9][CH2:8][CH2:7][CH2:6][CH2:5][CH3:4])[CH2:5][CH2:6][CH2:7][CH2:8][CH2:9][CH2:10][CH2:11][CH2:12][CH2:13][CH2:14][CH3:15], predict the reactants needed to synthesize it. (4) Given the product [Cl:18][C:15]1[CH:16]=[CH:17][C:12](/[CH:11]=[CH:10]/[C:9]([N:2]2[CH2:3][CH:4]3[CH2:7][CH2:8][CH:1]2[CH2:6][N:5]3[CH2:33][C:31]2[N:32]=[C:28]([CH3:27])[O:29][CH:30]=2)=[O:26])=[C:13]([CH2:19][N:20]2[N:24]=[N:23][C:22]([CH3:25])=[N:21]2)[CH:14]=1, predict the reactants needed to synthesize it. The reactants are: [CH:1]12[CH2:8][CH2:7][CH:4]([NH:5][CH2:6]1)[CH2:3][N:2]2[C:9](=[O:26])/[CH:10]=[CH:11]/[C:12]1[CH:17]=[CH:16][C:15]([Cl:18])=[CH:14][C:13]=1[CH2:19][N:20]1[N:24]=[N:23][C:22]([CH3:25])=[N:21]1.[CH3:27][C:28]1[O:29][CH:30]=[C:31]([CH:33]=O)[N:32]=1. (5) Given the product [Cl:28][C:24]1[N:25]=[C:26]([O:8][CH2:7][C:3]2[CH:2]=[N:1][CH:6]=[CH:5][CH:4]=2)[C:21]([NH:20][S:17]([C:11]2[CH:12]=[CH:13][CH:14]=[C:15]([Cl:16])[C:10]=2[Cl:9])(=[O:19])=[O:18])=[N:22][CH:23]=1, predict the reactants needed to synthesize it. The reactants are: [N:1]1[CH:6]=[CH:5][CH:4]=[C:3]([CH2:7][OH:8])[CH:2]=1.[Cl:9][C:10]1[C:15]([Cl:16])=[CH:14][CH:13]=[CH:12][C:11]=1[S:17]([NH:20][C:21]1[C:26](Cl)=[N:25][C:24]([Cl:28])=[CH:23][N:22]=1)(=[O:19])=[O:18]. (6) Given the product [N:3]1([CH2:9][CH2:10][NH:11][C:12]2[N:13]=[N+:14]([O-:25])[C:15]3[CH:24]=[C:23]4[C:19]([CH2:20][CH2:21][CH2:22]4)=[CH:18][C:16]=3[N+:17]=2[O-:27])[CH2:8][CH2:7][CH2:6][CH2:5][CH2:4]1, predict the reactants needed to synthesize it. The reactants are: OO.[N:3]1([CH2:9][CH2:10][NH:11][C:12]2[N:13]=[N+:14]([O-:25])[C:15]3[CH:24]=[C:23]4[C:19]([CH2:20][CH2:21][CH2:22]4)=[CH:18][C:16]=3[N:17]=2)[CH2:8][CH2:7][CH2:6][CH2:5][CH2:4]1.C(O)(C(F)(F)F)=[O:27]. (7) Given the product [CH2:19]([C:23]1[CH:31]=[C:30]([O:32][CH3:33])[CH:29]=[CH:28][C:24]=1[C:25]([NH:13][C:10]1[CH:11]=[CH:12][C:6]2[S:5][C:4]([CH2:3][OH:2])=[N:8][C:7]=2[CH:9]=1)=[O:26])[CH2:20][CH:21]=[CH2:22], predict the reactants needed to synthesize it. The reactants are: C(=O)([O-])[O:2][CH:3](CC=C)[C:4]1[S:5][C:6]2[CH:12]=[CH:11][C:10]([NH2:13])=[CH:9][C:7]=2[N:8]=1.[CH2:19]([C:23]1(C)[CH:31]=[C:30]([O:32][CH3:33])[CH:29]=[CH:28][CH:24]1[C:25](O)=[O:26])[CH2:20][CH:21]=[CH2:22].C(Cl)CCl.[OH-].[Na+]. (8) Given the product [Cl:28][C:22]1[C:23]([Cl:27])=[CH:24][CH:25]=[CH:26][C:21]=1[S:18]([NH:17][C:14]1[CH:15]=[CH:16][C:11]([CH2:10][OH:9])=[CH:12][C:13]=1[S:29]([NH2:30])(=[O:32])=[O:31])(=[O:20])=[O:19], predict the reactants needed to synthesize it. The reactants are: [H-].[Al+3].[Li+].[H-].[H-].[H-].C([O:9][C:10](=O)[C:11]1[CH:16]=[CH:15][C:14]([NH:17][S:18]([C:21]2[CH:26]=[CH:25][CH:24]=[C:23]([Cl:27])[C:22]=2[Cl:28])(=[O:20])=[O:19])=[C:13]([S:29](=[O:32])(=[O:31])[NH2:30])[CH:12]=1)C.